Dataset: Catalyst prediction with 721,799 reactions and 888 catalyst types from USPTO. Task: Predict which catalyst facilitates the given reaction. (1) Reactant: [Cl:1][C:2]1[CH:7]=[CH:6][CH:5]=[CH:4][C:3]=1[S:8](Cl)(=[O:10])=[O:9].[CH2:12]([O:14][C:15](=[O:22])[C@@H:16]1[CH2:21][CH2:20][CH2:19][NH:18][CH2:17]1)[CH3:13].C(N(CC)CC)C. Product: [CH2:12]([O:14][C:15]([C@@H:16]1[CH2:21][CH2:20][CH2:19][N:18]([S:8]([C:3]2[CH:4]=[CH:5][CH:6]=[CH:7][C:2]=2[Cl:1])(=[O:10])=[O:9])[CH2:17]1)=[O:22])[CH3:13]. The catalyst class is: 4. (2) Reactant: [Cl:1][C:2]1[C:6]([Cl:7])=[C:5]([CH3:8])[NH:4][C:3]=1[C:9]([NH:11][CH:12]1[CH2:17][CH2:16][N:15]([C:18]2[N:23]=[C:22]([O:24][CH2:25][CH2:26]SC)[N:21]=[C:20]([C:29]([NH:31][O:32][CH3:33])=[O:30])[CH:19]=2)[CH2:14][CH2:13]1)=[O:10].[CH:34]1C=C(Cl)C=C(C(OO)=O)C=1.[S:45]([O-:48])([O-])=[O:46].[Na+].[Na+]. Product: [Cl:1][C:2]1[C:6]([Cl:7])=[C:5]([CH3:8])[NH:4][C:3]=1[C:9]([NH:11][CH:12]1[CH2:13][CH2:14][N:15]([C:18]2[N:23]=[C:22]([O:24][CH2:25][CH2:26][S:45]([CH3:34])(=[O:48])=[O:46])[N:21]=[C:20]([C:29]([NH:31][O:32][CH3:33])=[O:30])[CH:19]=2)[CH2:16][CH2:17]1)=[O:10]. The catalyst class is: 2. (3) Reactant: C(OC([N:8]1[CH2:13][CH2:12][N:11]([C:14]2[CH:15]=[N:16][C:17]([NH:20][C:21]3[N:26]=[C:25]([NH:27][CH:28]4[CH2:32][CH2:31][CH2:30][CH2:29]4)[C:24]([C:33]#[N:34])=[CH:23][N:22]=3)=[CH:18][CH:19]=2)[CH2:10][CH2:9]1)=O)(C)(C)C.Cl. Product: [CH:28]1([NH:27][C:25]2[C:24]([C:33]#[N:34])=[CH:23][N:22]=[C:21]([NH:20][C:17]3[CH:18]=[CH:19][C:14]([N:11]4[CH2:12][CH2:13][NH:8][CH2:9][CH2:10]4)=[CH:15][N:16]=3)[N:26]=2)[CH2:32][CH2:31][CH2:30][CH2:29]1. The catalyst class is: 25. (4) Reactant: [F:1][C:2]1[CH:7]=[C:6]([O:8][CH2:9][CH2:10][C@H:11]2[CH2:13][C@@H:12]2[CH:14]2[CH2:19][CH2:18][N:17]([C:20]3[N:25]=[CH:24][C:23]([CH2:26][O:27][CH3:28])=[CH:22][N:21]=3)[CH2:16][CH2:15]2)[CH:5]=[C:4]([F:29])[C:3]=1[CH2:30][C:31](O)=[O:32].CO. Product: [F:29][C:4]1[CH:5]=[C:6]([O:8][CH2:9][CH2:10][C@H:11]2[CH2:13][C@@H:12]2[CH:14]2[CH2:15][CH2:16][N:17]([C:20]3[N:21]=[CH:22][C:23]([CH2:26][O:27][CH3:28])=[CH:24][N:25]=3)[CH2:18][CH2:19]2)[CH:7]=[C:2]([F:1])[C:3]=1[CH2:30][CH2:31][OH:32]. The catalyst class is: 7. (5) Reactant: [C:1]([O:5][C:6](=[O:13])[NH:7][CH:8]1[CH2:12][CH2:11][NH:10][CH2:9]1)([CH3:4])([CH3:3])[CH3:2].Br[CH2:15][CH2:16][CH2:17][C:18]1[CH:23]=[CH:22][C:21]([O:24][CH3:25])=[CH:20][CH:19]=1.C(=O)([O-])[O-].[K+].[K+].[I-].[Na+]. Product: [C:1]([O:5][C:6](=[O:13])[NH:7][CH:8]1[CH2:12][CH2:11][N:10]([CH2:15][CH2:16][CH2:17][C:18]2[CH:19]=[CH:20][C:21]([O:24][CH3:25])=[CH:22][CH:23]=2)[CH2:9]1)([CH3:4])([CH3:2])[CH3:3]. The catalyst class is: 10. (6) Reactant: [CH2:1]([O:8][C:9]([N:11]1[C:15]2([CH2:20][CH2:19][O:18][CH2:17][CH2:16]2)[O:14][CH2:13][C@H:12]1[C:21](O)=[O:22])=[O:10])[C:2]1[CH:7]=[CH:6][CH:5]=[CH:4][CH:3]=1.Cl.[NH2:25][CH2:26][C:27]([C:29]1[CH:34]=[CH:33][C:32]([Br:35])=[CH:31][CH:30]=1)=[O:28].CN(C(ON1N=NC2C=CC=NC1=2)=[N+](C)C)C.F[P-](F)(F)(F)(F)F.C(N(C(C)C)CC)(C)C.C([O-])(O)=O.[Na+]. Product: [CH2:1]([O:8][C:9]([N:11]1[C:15]2([CH2:16][CH2:17][O:18][CH2:19][CH2:20]2)[O:14][CH2:13][C@H:12]1[C:21](=[O:22])[NH:25][CH2:26][C:27]([C:29]1[CH:34]=[CH:33][C:32]([Br:35])=[CH:31][CH:30]=1)=[O:28])=[O:10])[C:2]1[CH:7]=[CH:6][CH:5]=[CH:4][CH:3]=1. The catalyst class is: 3. (7) Reactant: C([Li])CCC.Br[C:7]1[CH:8]=[C:9]([F:22])[C:10]([C:13]#[C:14][Si:15]([C:18]([CH3:21])([CH3:20])[CH3:19])([CH3:17])[CH3:16])=[N:11][CH:12]=1.[CH3:23][CH:24]1[CH2:29][CH2:28][C:27](=[O:30])[CH2:26][CH2:25]1.CCOC(C)=O. Product: [Si:15]([C:14]#[C:13][C:10]1[N:11]=[CH:12][C:7]([C:27]2([OH:30])[CH2:28][CH2:29][CH:24]([CH3:23])[CH2:25][CH2:26]2)=[CH:8][C:9]=1[F:22])([C:18]([CH3:21])([CH3:20])[CH3:19])([CH3:17])[CH3:16]. The catalyst class is: 27.